From a dataset of Full USPTO retrosynthesis dataset with 1.9M reactions from patents (1976-2016). Predict the reactants needed to synthesize the given product. (1) Given the product [ClH:27].[Cl:27][C:10]1[CH:11]=[C:12]2[C:7](=[C:8]([F:37])[C:9]=1[C:28]1[C:33]([O:34][CH3:35])=[CH:32][CH:31]=[CH:30][C:29]=1[F:36])[N:6]=[CH:5][C:4]([C:1]([NH2:2])=[O:3])=[C:13]2[N:14]1[CH2:19][CH2:18][NH:17][CH2:16][CH2:15]1, predict the reactants needed to synthesize it. The reactants are: [C:1]([C:4]1[CH:5]=[N:6][C:7]2[C:12]([C:13]=1[N:14]1[CH2:19][CH2:18][N:17](C(OC(C)(C)C)=O)[CH2:16][CH2:15]1)=[CH:11][C:10]([Cl:27])=[C:9]([C:28]1[C:33]([O:34][CH3:35])=[CH:32][CH:31]=[CH:30][C:29]=1[F:36])[C:8]=2[F:37])(=[O:3])[NH2:2].Cl. (2) Given the product [F:1][C:2]1[CH:7]=[CH:6][C:5]([C:8]2[O:9][C:10]([C:13]3[C:14]([C:19]4[CH:24]=[CH:23][CH:22]=[CH:21][CH:20]=4)=[N:15][O:16][C:17]=3[CH2:18][NH:28][CH3:29])=[N:11][N:12]=2)=[C:4]([O:25][CH3:26])[CH:3]=1, predict the reactants needed to synthesize it. The reactants are: [F:1][C:2]1[CH:7]=[CH:6][C:5]([C:8]2[O:9][C:10]([C:13]3[C:14]([C:19]4[CH:24]=[CH:23][CH:22]=[CH:21][CH:20]=4)=[N:15][O:16][C:17]=3[CH3:18])=[N:11][N:12]=2)=[C:4]([O:25][CH3:26])[CH:3]=1.Br[N:28]1C(=O)CC[C:29]1=O.N(C(C)(C)C#N)=NC(C)(C)C#N.CN.C(=O)([O-])[O-].[K+].[K+].